Dataset: Peptide-MHC class II binding affinity with 134,281 pairs from IEDB. Task: Regression. Given a peptide amino acid sequence and an MHC pseudo amino acid sequence, predict their binding affinity value. This is MHC class II binding data. The peptide sequence is GKGEWMTTEDMLEVW. The MHC is DRB1_1301 with pseudo-sequence DRB1_1301. The binding affinity (normalized) is 0.